This data is from Reaction yield outcomes from USPTO patents with 853,638 reactions. The task is: Predict the reaction yield, written as a fraction of the theoretical maximum amount of product (1.0 means a 100% yield; for example, 0.34 means a 34% yield). (1) The reactants are C([O-])([O-])=O.[K+].[K+].[CH3:7][O:8][C:9]1[CH:14]=[CH:13][C:12]([N+:15]([O-:17])=[O:16])=[C:11](F)[CH:10]=1.[C:19]([NH:26][CH2:27][CH2:28][NH2:29])([O:21][C:22]([CH3:25])([CH3:24])[CH3:23])=[O:20]. The catalyst is CS(C)=O. The product is [C:22]([O:21][C:19](=[O:20])[NH:26][CH2:27][CH2:28][NH:29][C:11]1[CH:10]=[C:9]([O:8][CH3:7])[CH:14]=[CH:13][C:12]=1[N+:15]([O-:17])=[O:16])([CH3:25])([CH3:23])[CH3:24]. The yield is 0.980. (2) The reactants are [CH3:1][O:2][C:3]1[CH:21]=[CH:20][C:6]([CH2:7][N:8]2[C:13]3=[N:14][NH:15][CH:16]=[C:12]3[C:11](=[O:17])[N:10]([CH3:18])[C:9]2=[O:19])=[CH:5][CH:4]=1.[Br:22][C:23]1[CH:28]=[CH:27][C:26]([CH2:29]Br)=[CH:25][CH:24]=1.C([O-])([O-])=O.[K+].[K+].O. The catalyst is CN(C=O)C. The product is [Br:22][C:23]1[CH:28]=[CH:27][C:26]([CH2:29][N:15]2[CH:16]=[C:12]3[C:13]([N:8]([CH2:7][C:6]4[CH:5]=[CH:4][C:3]([O:2][CH3:1])=[CH:21][CH:20]=4)[C:9](=[O:19])[N:10]([CH3:18])[C:11]3=[O:17])=[N:14]2)=[CH:25][CH:24]=1. The yield is 0.880. (3) The reactants are [CH2:1]([N:3]1[C:7](=[O:8])[C:6](=[O:9])[CH:5]([C:10]([O:12]CC)=[O:11])[CH2:4]1)[CH3:2].[Li+].[OH-].C(Cl)Cl. The catalyst is C1COCC1.O. The product is [CH2:1]([N:3]1[C:7](=[O:8])[C:6](=[O:9])[CH:5]([C:10]([OH:12])=[O:11])[CH2:4]1)[CH3:2]. The yield is 0.714. (4) The reactants are [Cl:1][C:2]1[CH:7]=[CH:6][C:5]([NH:8][C:9]2[C:10]([C:19]([NH:21][NH2:22])=[O:20])=[CH:11][C:12]3[NH:16][CH:15]=[N:14][C:13]=3[C:17]=2[F:18])=[C:4]([CH3:23])[CH:3]=1.[C:24](Cl)(Cl)=[O:25]. The catalyst is C1(C)C=CC=CC=1. The product is [Cl:1][C:2]1[CH:7]=[CH:6][C:5]([NH:8][C:9]2[C:10]([C:19]3[O:20][C:24]([OH:25])=[N:22][N:21]=3)=[CH:11][C:12]3[NH:16][CH:15]=[N:14][C:13]=3[C:17]=2[F:18])=[C:4]([CH3:23])[CH:3]=1. The yield is 0.990. (5) The product is [OH:24][CH2:20][CH2:21][C:22]#[C:23][C:2]1[CH:19]=[CH:18][C:5]([CH2:6][N:7]2[C:15](=[O:16])[C:14]3[C:9](=[CH:10][CH:11]=[CH:12][CH:13]=3)[C:8]2=[O:17])=[CH:4][CH:3]=1. The catalyst is [Pd](Cl)Cl.[Cu](I)I.C1(P(C2C=CC=CC=2)C2C=CC=CC=2)C=CC=CC=1.CN(C=O)C. The reactants are I[C:2]1[CH:19]=[CH:18][C:5]([CH2:6][N:7]2[C:15](=[O:16])[C:14]3[C:9](=[CH:10][CH:11]=[CH:12][CH:13]=3)[C:8]2=[O:17])=[CH:4][CH:3]=1.[CH2:20]([OH:24])[CH2:21][C:22]#[CH:23]. The yield is 0.450. (6) The reactants are [Br:1][C:2]1[N:7]=[C:6]([C:8]([O:10][CH3:11])=[O:9])[C:5]([OH:12])=[CH:4][CH:3]=1.[CH:13]1[CH:18]=[CH:17][C:16]([CH2:19]Br)=[CH:15][CH:14]=1.C([O-])([O-])=O.[K+].[K+].O. The catalyst is C1COCC1. The product is [CH2:19]([O:12][C:5]1[C:6]([C:8]([O:10][CH3:11])=[O:9])=[N:7][C:2]([Br:1])=[CH:3][CH:4]=1)[C:16]1[CH:17]=[CH:18][CH:13]=[CH:14][CH:15]=1. The yield is 0.720. (7) The reactants are [N:1]1([CH2:7][CH2:8][CH2:9][O:10][C:11]2[CH:19]=[CH:18][C:17]3[N:16]4[CH2:20][CH2:21][NH:22][C:23](=[O:24])[C:15]4=[CH:14][C:13]=3[CH:12]=2)[CH2:6][CH2:5][CH2:4][CH2:3][CH2:2]1.C[C@H]1CCCN1. No catalyst specified. The product is [CH3:2][C@H:3]1[CH2:4][CH2:5][CH2:6][N:1]1[CH2:7][CH2:8][CH2:9][O:10][C:11]1[CH:19]=[CH:18][C:17]2[N:16]3[CH2:20][CH2:21][NH:22][C:23](=[O:24])[C:15]3=[CH:14][C:13]=2[CH:12]=1. The yield is 0.100. (8) The catalyst is C1COCC1. The yield is 0.610. The reactants are [C:1]([O:5][C:6](=[O:34])[NH:7][CH2:8][CH2:9][CH:10]([C:12]1[CH:17]=[CH:16][C:15]([N:18]([C:20]2[CH:25]=[CH:24][C:23]([O:26][CH2:27][C:28]3[CH:33]=[CH:32][CH:31]=[CH:30][CH:29]=3)=[CH:22][CH:21]=2)[CH3:19])=[CH:14][CH:13]=1)[CH3:11])([CH3:4])([CH3:3])[CH3:2].[H-].[Na+].[CH3:37]I. The product is [C:1]([O:5][C:6](=[O:34])[N:7]([CH2:8][CH2:9][CH:10]([C:12]1[CH:17]=[CH:16][C:15]([N:18]([C:20]2[CH:25]=[CH:24][C:23]([O:26][CH2:27][C:28]3[CH:33]=[CH:32][CH:31]=[CH:30][CH:29]=3)=[CH:22][CH:21]=2)[CH3:19])=[CH:14][CH:13]=1)[CH3:11])[CH3:37])([CH3:2])([CH3:3])[CH3:4]. (9) The reactants are [C:1]([CH2:4][C:5]#[N:6])(=O)[CH3:2].C(N([CH2:12][CH3:13])CC)C.Cl.Cl.[NH2:16][NH2:17]. The catalyst is C(O)C. The product is [CH3:2][C:1]1[C:4]([C:13]2[CH:12]=[CH:5][CH:4]=[CH:1][CH:2]=2)=[C:5]([NH2:6])[NH:17][N:16]=1. The yield is 0.880.